From a dataset of Reaction yield outcomes from USPTO patents with 853,638 reactions. Predict the reaction yield, written as a fraction of the theoretical maximum amount of product (1.0 means a 100% yield; for example, 0.34 means a 34% yield). (1) The reactants are [Br:1][C:2]1[CH:7]=[CH:6][C:5]([O:8][CH:9]=[CH2:10])=[CH:4][CH:3]=1.[CH2:11](I)I.C([Zn]CC)C.[NH4+].[Cl-]. The catalyst is ClCCCl. The product is [Br:1][C:2]1[CH:7]=[CH:6][C:5]([O:8][CH:9]2[CH2:11][CH2:10]2)=[CH:4][CH:3]=1. The yield is 0.720. (2) The reactants are Br[C:2]1[C:3]([NH:21][C:22]2[CH:26]=[C:25]([CH:27]3[CH2:29][CH2:28]3)[NH:24][N:23]=2)=[N:4][C:5]([C:8]2[S:12][C:11]([S:13]([NH:16][C:17]([CH3:20])([CH3:19])[CH3:18])(=[O:15])=[O:14])=[CH:10][CH:9]=2)=[N:6][CH:7]=1.[CH2:30]([Sn](CCCC)(CCCC)/C=C\C)[CH2:31][CH2:32]C. The catalyst is [N+](CCCC)(CCCC)(CCCC)CCCC.[Br-].Cl[Pd](Cl)([P](C1C=CC=CC=1)(C1C=CC=CC=1)C1C=CC=CC=1)[P](C1C=CC=CC=1)(C1C=CC=CC=1)C1C=CC=CC=1. The product is [C:17]([NH:16][S:13]([C:11]1[S:12][C:8]([C:5]2[N:4]=[C:3]([NH:21][C:22]3[CH:26]=[C:25]([CH:27]4[CH2:29][CH2:28]4)[NH:24][N:23]=3)[C:2](/[CH:30]=[CH:31]\[CH3:32])=[CH:7][N:6]=2)=[CH:9][CH:10]=1)(=[O:15])=[O:14])([CH3:20])([CH3:19])[CH3:18]. The yield is 0.821. (3) The reactants are Cl[C:2]1[N:7]=[C:6]([NH:8][C@H:9]([CH2:12][CH3:13])[CH2:10][OH:11])[C:5]([C:14]2[S:15][CH:16]=[CH:17][CH:18]=2)=[CH:4][N:3]=1.[NH2:19][C:20]1[CH:25]=[CH:24][C:23]([S@@:26]([CH:34]2[CH2:36][CH2:35]2)(=[N:28][C:29]([O:31][CH2:32][CH3:33])=[O:30])=[O:27])=[CH:22][CH:21]=1. No catalyst specified. The product is [CH2:32]([O:31][C:29]([N:28]=[S@@:26]([C:23]1[CH:22]=[CH:21][C:20]([NH:19][C:2]2[N:7]=[C:6]([NH:8][C@@H:9]([CH2:10][OH:11])[CH2:12][CH3:13])[C:5]([C:14]3[S:15][CH:16]=[CH:17][CH:18]=3)=[CH:4][N:3]=2)=[CH:25][CH:24]=1)([CH:34]1[CH2:35][CH2:36]1)=[O:27])=[O:30])[CH3:33]. The yield is 0.470.